Predict the reactants needed to synthesize the given product. From a dataset of Full USPTO retrosynthesis dataset with 1.9M reactions from patents (1976-2016). (1) Given the product [C:15]([C:19]1[CH:41]=[CH:40][C:22]([C:23]([NH:25][C:26]2[N:27]=[C:28]3[CH:33]=[CH:32][C:31]([C:9]4[CH:13]=[N:12][NH:11][CH:10]=4)=[CH:30][N:29]3[CH:39]=2)=[O:24])=[CH:21][N:20]=1)([CH3:18])([CH3:16])[CH3:17], predict the reactants needed to synthesize it. The reactants are: CC1(C)C(C)(C)OB([C:9]2[CH:10]=[N:11][NH:12][CH:13]=2)O1.[C:15]([C:19]1[CH:41]=[CH:40][C:22]([C:23]([NH:25][C:26]2[N:27]=[C:28]3[CH:33]=[CH:32][C:31](N4C=CN=C4)=[CH:30][N:29]3[CH:39]=2)=[O:24])=[CH:21][N:20]=1)([CH3:18])([CH3:17])[CH3:16]. (2) Given the product [NH2:1][CH2:4][C@H:5]1[O:9][C@@H:8]([N:10]2[CH:18]=[N:17][C:16]3[C:11]2=[N:12][C:13]([O:20][CH:21]2[CH2:25][CH2:24][CH2:23][CH2:22]2)=[N:14][C:15]=3[NH2:19])[C@H:7]([OH:26])[C@@H:6]1[OH:27], predict the reactants needed to synthesize it. The reactants are: [N:1]([CH2:4][C@H:5]1[O:9][C@@H:8]([N:10]2[CH:18]=[N:17][C:16]3[C:11]2=[N:12][C:13]([O:20][CH:21]2[CH2:25][CH2:24][CH2:23][CH2:22]2)=[N:14][C:15]=3[NH2:19])[C@H:7]([OH:26])[C@@H:6]1[OH:27])=[N+]=[N-]. (3) Given the product [NH2:36][C:1]([CH2:4][N:5]([C:10]1[CH:11]=[CH:12][C:13]([NH:16]/[C:17](=[C:24]2\[C:25](=[O:33])[NH:26][C:27]3[C:32]\2=[CH:31][CH:30]=[CH:29][CH:28]=3)/[C:18]2[CH:23]=[CH:22][CH:21]=[CH:20][CH:19]=2)=[CH:14][CH:15]=1)[S:6]([CH3:9])(=[O:8])=[O:7])=[O:3], predict the reactants needed to synthesize it. The reactants are: [C:1]([CH2:4][N:5]([C:10]1[CH:15]=[CH:14][C:13]([NH:16]/[C:17](=[C:24]2\[C:25](=[O:33])[NH:26][C:27]3[C:32]\2=[CH:31][CH:30]=[CH:29][CH:28]=3)/[C:18]2[CH:23]=[CH:22][CH:21]=[CH:20][CH:19]=2)=[CH:12][CH:11]=1)[S:6]([CH3:9])(=[O:8])=[O:7])([OH:3])=O.[NH4+].O[N:36]1C(=O)CCC1=O.CN(C(ON1N=NC2C=CC=CC1=2)=[N+](C)C)C.[B-](F)(F)(F)F.C(N(CC)CC)C.